Dataset: Peptide-MHC class I binding affinity with 185,985 pairs from IEDB/IMGT. Task: Regression. Given a peptide amino acid sequence and an MHC pseudo amino acid sequence, predict their binding affinity value. This is MHC class I binding data. (1) The peptide sequence is FVATTRTL. The MHC is H-2-Db with pseudo-sequence H-2-Db. The binding affinity (normalized) is 0. (2) The peptide sequence is ARYARAAAA. The MHC is HLA-A31:01 with pseudo-sequence HLA-A31:01. The binding affinity (normalized) is 0.00227.